From a dataset of Peptide-MHC class I binding affinity with 185,985 pairs from IEDB/IMGT. Regression. Given a peptide amino acid sequence and an MHC pseudo amino acid sequence, predict their binding affinity value. This is MHC class I binding data. (1) The peptide sequence is PVDLVKSSFV. The binding affinity (normalized) is 0.142. The MHC is HLA-A68:02 with pseudo-sequence HLA-A68:02. (2) The peptide sequence is KLEYLAPSY. The MHC is HLA-A68:02 with pseudo-sequence HLA-A68:02. The binding affinity (normalized) is 0.0847. (3) The peptide sequence is RRGGRWILA. The MHC is HLA-B27:05 with pseudo-sequence HLA-B27:05. The binding affinity (normalized) is 0.614. (4) The peptide sequence is MGHPKNAYL. The MHC is HLA-A01:01 with pseudo-sequence HLA-A01:01. The binding affinity (normalized) is 0.0847. (5) The peptide sequence is IFRLMRTNF. The MHC is HLA-B15:01 with pseudo-sequence HLA-B15:01. The binding affinity (normalized) is 0.690. (6) The peptide sequence is ASISEFIAKI. The MHC is H-2-Db with pseudo-sequence H-2-Db. The binding affinity (normalized) is 0.114. (7) The peptide sequence is GIADFIIFK. The MHC is HLA-A02:16 with pseudo-sequence HLA-A02:16. The binding affinity (normalized) is 0.0847. (8) The peptide sequence is TSKLNHHFP. The MHC is HLA-B18:01 with pseudo-sequence HLA-B18:01. The binding affinity (normalized) is 0.0847. (9) The peptide sequence is GCGRGGWSY. The MHC is HLA-A30:02 with pseudo-sequence HLA-A30:02. The binding affinity (normalized) is 0.438. (10) The peptide sequence is NPANKEESI. The MHC is HLA-A26:01 with pseudo-sequence HLA-A26:01. The binding affinity (normalized) is 0.0847.